Dataset: Forward reaction prediction with 1.9M reactions from USPTO patents (1976-2016). Task: Predict the product of the given reaction. (1) Given the reactants [CH3:1][N:2]1[CH2:7][CH2:6][C:5](=O)[CH2:4][CH2:3]1.[NH2:9][C:10]1[CH:11]=[C:12]2[C:16](=[CH:17][CH:18]=1)[NH:15][N:14]=[CH:13]2.CO.[BH4-].[Na+], predict the reaction product. The product is: [NH:15]1[C:16]2[C:12](=[CH:11][C:10]([NH:9][CH:5]3[CH2:6][CH2:7][N:2]([CH3:1])[CH2:3][CH2:4]3)=[CH:18][CH:17]=2)[CH:13]=[N:14]1. (2) Given the reactants CN(C(ON1N=NC2C=CC=CC1=2)=[N+](C)C)C.F[P-](F)(F)(F)(F)F.C1C=CC2N(O)N=NC=2C=1.O.[NH2:36][C@@H:37]1[C:43](=[O:44])[NH:42][C:41]2[CH:45]=[CH:46][CH:47]=[CH:48][C:40]=2[CH2:39][CH2:38]1.[C:49]([O:53][C:54]([N:56]([CH3:63])[C@@H:57]([CH2:61][CH3:62])[C:58](O)=[O:59])=[O:55])([CH3:52])([CH3:51])[CH3:50], predict the reaction product. The product is: [CH3:63][N:56]([C@@H:57]([CH2:61][CH3:62])[C:58](=[O:59])[NH:36][C@@H:37]1[C:43](=[O:44])[NH:42][C:41]2[CH:45]=[CH:46][CH:47]=[CH:48][C:40]=2[CH2:39][CH2:38]1)[C:54](=[O:55])[O:53][C:49]([CH3:52])([CH3:51])[CH3:50].